This data is from Forward reaction prediction with 1.9M reactions from USPTO patents (1976-2016). The task is: Predict the product of the given reaction. (1) Given the reactants C(=O)([O-])[O-].[K+].[K+].[CH3:7][C@@H:8]1[CH2:13][N:12]([C:14]2[O:18][N:17]=[C:16]([C:19]([F:22])([F:21])[F:20])[N:15]=2)[CH2:11][CH2:10][N:9]1[C:23]1[N:28]=[CH:27][C:26]([OH:29])=[CH:25][N:24]=1.Cl[CH2:31][C:32]1[C:37]([C:38]#[N:39])=[CH:36][N:35]=[CH:34][CH:33]=1, predict the reaction product. The product is: [CH3:7][C@@H:8]1[CH2:13][N:12]([C:14]2[O:18][N:17]=[C:16]([C:19]([F:22])([F:21])[F:20])[N:15]=2)[CH2:11][CH2:10][N:9]1[C:23]1[N:24]=[CH:25][C:26]([O:29][CH2:31][C:32]2[C:37]([C:38]#[N:39])=[CH:36][N:35]=[CH:34][CH:33]=2)=[CH:27][N:28]=1. (2) Given the reactants [F:1][C:2]([F:7])([F:6])[C:3]([OH:5])=[O:4].[CH3:8][CH:9]1[CH2:14][CH2:13][C:12]([C:15]2[CH:20]=[C:19]([CH:21]3[CH2:26][CH2:25][NH:24][CH2:23][CH2:22]3)[CH:18]=[CH:17][C:16]=2[NH:27][C:28]([C:30]2[NH:31][CH:32]=[C:33]([C:35]#[N:36])[N:34]=2)=[O:29])=[CH:11][CH2:10]1.[N:37]1[CH:42]=[CH:41][CH:40]=[CH:39][C:38]=1[CH:43]=O, predict the reaction product. The product is: [F:1][C:2]([F:7])([F:6])[C:3]([OH:5])=[O:4].[CH3:8][CH:9]1[CH2:14][CH2:13][C:12]([C:15]2[CH:20]=[C:19]([CH:21]3[CH2:22][CH2:23][N:24]([CH2:43][C:38]4[CH:39]=[CH:40][CH:41]=[CH:42][N:37]=4)[CH2:25][CH2:26]3)[CH:18]=[CH:17][C:16]=2[NH:27][C:28]([C:30]2[NH:31][CH:32]=[C:33]([C:35]#[N:36])[N:34]=2)=[O:29])=[CH:11][CH2:10]1. (3) Given the reactants [H-].[Na+].C(O[C:6](=O)[CH:7](C)[C:8]([CH3:10])=[O:9])C.[CH2:13]1[CH2:19][S:16](=[O:18])(=[O:17])[O:15][CH2:14]1, predict the reaction product. The product is: [CH3:6][CH:7]([C:8](=[O:9])[CH3:10])[CH2:14][CH2:13][CH2:19][S:16]([OH:15])(=[O:18])=[O:17]. (4) Given the reactants C([O:9][CH2:10][CH2:11][N:12]1[C:20]2[C:19]([O:21][C:22]3[CH:27]=[CH:26][C:25]([NH2:28])=[C:24]([Cl:29])[CH:23]=3)=[N:18][CH:17]=[N:16][C:15]=2[CH:14]=[CH:13]1)(=O)C1C=CC=CC=1.C(N(CC)CC)C.[F:37][C:38]([F:49])([F:48])[C:39]1[CH:40]=[C:41]([N:45]=[C:46]=[O:47])[CH:42]=[CH:43][CH:44]=1, predict the reaction product. The product is: [Cl:29][C:24]1[CH:23]=[C:22]([O:21][C:19]2[C:20]3[N:12]([CH2:11][CH2:10][OH:9])[CH:13]=[CH:14][C:15]=3[N:16]=[CH:17][N:18]=2)[CH:27]=[CH:26][C:25]=1[NH:28][C:46]([NH:45][C:41]1[CH:42]=[CH:43][CH:44]=[C:39]([C:38]([F:37])([F:48])[F:49])[CH:40]=1)=[O:47]. (5) Given the reactants FC(F)(F)C(O)=O.[NH2:8][C:9]1[N:14]=[C:13]([C:15]2[N:19](COCC[Si](C)(C)C)[C:18]([C:28]3[CH:33]=[C:32]([Cl:34])[CH:31]=[CH:30][C:29]=3[CH3:35])=[C:17]([C:36]([NH2:38])=[O:37])[CH:16]=2)[C:12]([C:39]#[C:40][C:41]2[CH:46]=[CH:45][C:44]([C:47]([N:49]3[CH2:54][CH2:53][N:52]([CH3:55])[CH2:51][CH2:50]3)=[O:48])=[CH:43][CH:42]=2)=[CH:11][N:10]=1, predict the reaction product. The product is: [NH2:8][C:9]1[N:14]=[C:13]([C:15]2[NH:19][C:18]([C:28]3[CH:33]=[C:32]([Cl:34])[CH:31]=[CH:30][C:29]=3[CH3:35])=[C:17]([C:36]([NH2:38])=[O:37])[CH:16]=2)[C:12]([C:39]#[C:40][C:41]2[CH:42]=[CH:43][C:44]([C:47]([N:49]3[CH2:54][CH2:53][N:52]([CH3:55])[CH2:51][CH2:50]3)=[O:48])=[CH:45][CH:46]=2)=[CH:11][N:10]=1.